Dataset: Forward reaction prediction with 1.9M reactions from USPTO patents (1976-2016). Task: Predict the product of the given reaction. (1) Given the reactants [I:1][C:2]1[CH:9]=[C:8]([O:10][CH3:11])[C:7]([O:12][CH3:13])=[CH:6][C:3]=1[CH:4]=[O:5].[O-:14][Mn](=O)(=O)=O.[K+].Cl, predict the reaction product. The product is: [I:1][C:2]1[CH:9]=[C:8]([O:10][CH3:11])[C:7]([O:12][CH3:13])=[CH:6][C:3]=1[C:4]([OH:14])=[O:5]. (2) Given the reactants [NH:1]1[C:9]2[C:4](=[CH:5][CH:6]=[CH:7][CH:8]=2)[C:3]([CH2:10][CH2:11][NH2:12])=[CH:2]1.[C:13]([CH2:15][C:16]([O-])=[O:17])#[N:14].CCN=C=NCCCN(C)C.C1C=CC2N(O)N=NC=2C=1.CCN(CC)CC, predict the reaction product. The product is: [NH:1]1[C:9]2[C:4](=[CH:5][CH:6]=[CH:7][CH:8]=2)[C:3]([CH2:10][CH2:11][NH:12][C:16](=[O:17])[CH2:15][C:13]#[N:14])=[CH:2]1. (3) Given the reactants [C:1]([C:5]1[CH:20]=[CH:19][C:8]([C:9]([NH:11][C:12]2[CH:13]=[N:14][C:15](Cl)=[CH:16][CH:17]=2)=[O:10])=[CH:7][C:6]=1[N+:21]([O-:23])=[O:22])([CH3:4])([CH3:3])[CH3:2].[F:24][C:25]1[CH:30]=[CH:29][CH:28]=[CH:27][C:26]=1B(O)O.C(=O)([O-])[O-].[K+].[K+].COCCOC.O, predict the reaction product. The product is: [C:1]([C:5]1[CH:20]=[CH:19][C:8]([C:9]([NH:11][C:12]2[CH:13]=[N:14][C:15]([C:26]3[CH:27]=[CH:28][CH:29]=[CH:30][C:25]=3[F:24])=[CH:16][CH:17]=2)=[O:10])=[CH:7][C:6]=1[N+:21]([O-:23])=[O:22])([CH3:4])([CH3:3])[CH3:2]. (4) Given the reactants CO.[Na].Cl.[NH2:5][C:6]([NH2:8])=[NH:7].Cl[C:10]([C:12]1[C:20]2[C:15](=[N:16][CH:17]=[CH:18][CH:19]=2)[N:14]([C:21]2[C:22]3[CH:29]=[CH:28][N:27]([CH3:30])[C:23]=3[N:24]=[CH:25][N:26]=2)[CH:13]=1)=[O:11], predict the reaction product. The product is: [CH3:30][N:27]1[C:23]2[N:24]=[CH:25][N:26]=[C:21]([N:14]3[C:15]4=[N:16][CH:17]=[CH:18][CH:19]=[C:20]4[C:12]([C:10]([NH:7][C:6]([NH2:8])=[NH:5])=[O:11])=[CH:13]3)[C:22]=2[CH:29]=[CH:28]1. (5) The product is: [F:20][C:17]1[CH:18]=[CH:19][C:14]([CH2:13][O:12][C:8]2[CH:7]=[CH:6][CH:5]=[C:4]3[C:9]=2[CH:10]=[CH:11][C:2]([NH:21][C@H:22]2[C:30]4[C:25](=[CH:26][CH:27]=[CH:28][CH:29]=4)[CH2:24][CH2:23]2)=[N:3]3)=[CH:15][CH:16]=1. Given the reactants Cl[C:2]1[CH:11]=[CH:10][C:9]2[C:4](=[CH:5][CH:6]=[CH:7][C:8]=2[O:12][CH2:13][C:14]2[CH:19]=[CH:18][C:17]([F:20])=[CH:16][CH:15]=2)[N:3]=1.[NH2:21][C@H:22]1[C:30]2[C:25](=[CH:26][CH:27]=[CH:28][CH:29]=2)[CH2:24][CH2:23]1, predict the reaction product. (6) Given the reactants [Br:1][C:2]1[N:7]=[C:6]([C:8]([NH:13][C:14]([O:16][C:17]([CH3:20])([CH3:19])[CH3:18])=[O:15])([CH3:12])[C:9](O)=[O:10])[CH:5]=[CH:4][CH:3]=1.[BH4-].[Na+].B(F)(F)F.[OH-].[Na+], predict the reaction product. The product is: [C:17]([O:16][C:14](=[O:15])[NH:13][C:8]([C:6]1[CH:5]=[CH:4][CH:3]=[C:2]([Br:1])[N:7]=1)([CH3:12])[CH2:9][OH:10])([CH3:18])([CH3:19])[CH3:20].[NH2:13][C:8]([C:6]1[CH:5]=[CH:4][CH:3]=[C:2]([Br:1])[N:7]=1)([CH3:12])[CH2:9][OH:10]. (7) The product is: [NH2:4][C:5]12[CH2:18][C:9]3([CH3:19])[CH2:10][C:11]([NH2:14])([CH2:13][C:7]([CH3:20])([CH2:8]3)[CH2:6]1)[CH2:12]2. Given the reactants C([NH:4][C:5]12[CH2:18][C:9]3([CH3:19])[CH2:10][C:11]([NH:14]C(=O)C)([CH2:13][C:7]([CH3:20])([CH2:8]3)[CH2:6]1)[CH2:12]2)(=O)C.C(O)COCCO, predict the reaction product. (8) The product is: [NH2:32][C:28]1[CH:27]=[C:26]([N:18]([C:11]2([C:14]([O:16][CH3:17])=[O:15])[CH2:12][CH2:13][N:8]([C:6]([O:5][C:1]([CH3:2])([CH3:3])[CH3:4])=[O:7])[CH2:9][CH2:10]2)[C:19]([C:21]2[O:22][CH:23]=[CH:24][CH:25]=2)=[O:20])[CH:31]=[CH:30][CH:29]=1. Given the reactants [C:1]([O:5][C:6]([N:8]1[CH2:13][CH2:12][C:11]([N:18]([C:26]2[CH:31]=[CH:30][CH:29]=[C:28]([NH:32]C(C3C=CC=CC=3)(C3C=CC=CC=3)C3C=CC=CC=3)[CH:27]=2)[C:19]([C:21]2[O:22][CH:23]=[CH:24][CH:25]=2)=[O:20])([C:14]([O:16][CH3:17])=[O:15])[CH2:10][CH2:9]1)=[O:7])([CH3:4])([CH3:3])[CH3:2].FC(F)(F)C(O)=O.ClCCl, predict the reaction product. (9) Given the reactants [C:1]([O:5][C:6]([N:8]1[CH2:13][CH:12]=[CH:11][CH2:10][CH2:9]1)=[O:7])([CH3:4])([CH3:3])[CH3:2].C1C=C(Cl)C=C(C(OO)=[O:22])C=1, predict the reaction product. The product is: [C:1]([O:5][C:6]([N:8]1[CH2:9][CH2:10][CH:11]2[CH:12]([O:22]2)[CH2:13]1)=[O:7])([CH3:4])([CH3:2])[CH3:3]. (10) Given the reactants C[Si](C)(C)[N-][Si](C)(C)C.[Na+].[O:11]=[C:12]1[CH2:16][N:15]([C:17]([O:19][C:20]([CH3:23])([CH3:22])[CH3:21])=[O:18])[C@H:14]([C:24]([O:26][CH3:27])=[O:25])[CH2:13]1.[F:28][C:29]([F:48])([F:47])[S:30](N(C1C=CC=CC=1)[S:30]([C:29]([F:48])([F:47])[F:28])(=[O:32])=[O:31])(=[O:32])=[O:31].O, predict the reaction product. The product is: [F:28][C:29]([F:48])([F:47])[S:30]([O:11][C:12]1[CH2:16][N:15]([C:17]([O:19][C:20]([CH3:21])([CH3:22])[CH3:23])=[O:18])[C@H:14]([C:24]([O:26][CH3:27])=[O:25])[CH:13]=1)(=[O:32])=[O:31].